From a dataset of Tox21: 12 toxicity assays (nuclear receptors and stress response pathways). Binary classification across 12 toxicity assays. (1) The drug is C[C@]12CC[C@H]3[C@@H](CC[C@H]4NC(=O)C=C[C@]34C)[C@@H]1CC[C@@H]2C(=O)Nc1cc(C(F)(F)F)ccc1C(F)(F)F. It tested positive (active) for: NR-AR (Androgen Receptor agonist activity). (2) It tested positive (active) for: SR-ARE (Antioxidant Response Element (oxidative stress)). The molecule is CNC(=O)Oc1ccc(N(C)C)c(C)c1. (3) The compound is C[C@@H]1C[C@H]2[C@@H]3CCC4=CC(=O)C=C[C@]4(C)[C@@]3(F)[C@@H](O)C[C@]2(C)[C@@]1(O)C(=O)COP(=O)([O-])[O-]. It tested positive (active) for: NR-AR (Androgen Receptor agonist activity), NR-AR-LBD (Androgen Receptor Ligand Binding Domain agonist), and NR-ER (Estrogen Receptor agonist activity).